Regression. Given two drug SMILES strings and cell line genomic features, predict the synergy score measuring deviation from expected non-interaction effect. From a dataset of NCI-60 drug combinations with 297,098 pairs across 59 cell lines. (1) Drug 1: CC1C(C(CC(O1)OC2CC(CC3=C2C(=C4C(=C3O)C(=O)C5=C(C4=O)C(=CC=C5)OC)O)(C(=O)C)O)N)O.Cl. Drug 2: C1=NC(=NC(=O)N1C2C(C(C(O2)CO)O)O)N. Cell line: MCF7. Synergy scores: CSS=23.2, Synergy_ZIP=-8.68, Synergy_Bliss=-1.03, Synergy_Loewe=-6.79, Synergy_HSA=-1.57. (2) Drug 1: CC1=C(C=C(C=C1)NC2=NC=CC(=N2)N(C)C3=CC4=NN(C(=C4C=C3)C)C)S(=O)(=O)N.Cl. Drug 2: C1C(C(OC1N2C=NC3=C2NC=NCC3O)CO)O. Cell line: M14. Synergy scores: CSS=1.71, Synergy_ZIP=1.02, Synergy_Bliss=3.07, Synergy_Loewe=-0.381, Synergy_HSA=-0.239. (3) Synergy scores: CSS=14.1, Synergy_ZIP=-5.45, Synergy_Bliss=-0.263, Synergy_Loewe=0.285, Synergy_HSA=1.08. Cell line: ACHN. Drug 1: CC1CCC2CC(C(=CC=CC=CC(CC(C(=O)C(C(C(=CC(C(=O)CC(OC(=O)C3CCCCN3C(=O)C(=O)C1(O2)O)C(C)CC4CCC(C(C4)OC)OCCO)C)C)O)OC)C)C)C)OC. Drug 2: C1C(C(OC1N2C=NC(=NC2=O)N)CO)O. (4) Drug 1: CCCS(=O)(=O)NC1=C(C(=C(C=C1)F)C(=O)C2=CNC3=C2C=C(C=N3)C4=CC=C(C=C4)Cl)F. Drug 2: C1C(C(OC1N2C=C(C(=O)NC2=O)F)CO)O. Cell line: SK-OV-3. Synergy scores: CSS=32.0, Synergy_ZIP=5.66, Synergy_Bliss=4.07, Synergy_Loewe=-24.6, Synergy_HSA=3.45.